Dataset: Full USPTO retrosynthesis dataset with 1.9M reactions from patents (1976-2016). Task: Predict the reactants needed to synthesize the given product. (1) Given the product [CH2:11]([N:18]1[CH2:23][CH2:22][CH2:21][C:20]([O:9][C:8]2[CH:7]=[CH:6][C:5]([CH3:10])=[CH:4][CH:3]=2)([C:33]([OH:29])=[O:1])[CH2:19]1)[C:12]1[CH:17]=[CH:16][CH:15]=[CH:14][CH:13]=1, predict the reactants needed to synthesize it. The reactants are: [OH-:1].[Na+].[CH:3]1[C:8]([OH:9])=[CH:7][CH:6]=[C:5]([CH3:10])[CH:4]=1.[CH2:11]([N:18]1[CH2:23][CH2:22][CH2:21][C:20](=O)[CH2:19]1)[C:12]1[CH:17]=[CH:16][CH:15]=[CH:14][CH:13]=1.C(Cl)(Cl)Cl.[O:29]1[CH2:33]CCC1. (2) The reactants are: [Cl:1][C:2]1[CH:7]=[C:6]([O:8][CH2:9][C:10]([F:13])([F:12])[F:11])[CH:5]=[CH:4][C:3]=1[S:14]([C@H:17]1[CH2:21][N:20]([C:22]([O:24]C(C)(C)C)=O)[C@H:19]([C:29]([O:31]C)=[O:30])[CH2:18]1)(=[O:16])=[O:15].[Cl:33][C:34]1[CH:35]=[C:36]([F:46])[C:37]([C:40]2(C(O)=O)[CH2:42][CH2:41]2)=[N:38][CH:39]=1. Given the product [Cl:33][C:34]1[CH:35]=[C:36]([F:46])[C:37]([C:40]2([C:22]([N:20]3[CH2:21][C@H:17]([S:14]([C:3]4[CH:4]=[CH:5][C:6]([O:8][CH2:9][C:10]([F:13])([F:11])[F:12])=[CH:7][C:2]=4[Cl:1])(=[O:16])=[O:15])[CH2:18][C@H:19]3[C:29]([OH:31])=[O:30])=[O:24])[CH2:41][CH2:42]2)=[N:38][CH:39]=1, predict the reactants needed to synthesize it.